Dataset: Reaction yield outcomes from USPTO patents with 853,638 reactions. Task: Predict the reaction yield, written as a fraction of the theoretical maximum amount of product (1.0 means a 100% yield; for example, 0.34 means a 34% yield). (1) The reactants are [C:1]([C:5]1[C:6]([O:18][CH3:19])=[C:7]([CH:12]=[C:13]([N+:15]([O-])=O)[CH:14]=1)[C:8]([O:10][CH3:11])=[O:9])([CH3:4])([CH3:3])[CH3:2].[Cl-].[NH4+].O. The catalyst is [Fe].CO. The product is [NH2:15][C:13]1[CH:14]=[C:5]([C:1]([CH3:4])([CH3:3])[CH3:2])[C:6]([O:18][CH3:19])=[C:7]([CH:12]=1)[C:8]([O:10][CH3:11])=[O:9]. The yield is 1.00. (2) The product is [S:25]([O:23][CH2:22][CH2:21][O:20][CH2:19][CH2:18][O:17][CH2:16][CH2:15][O:14][CH2:13][CH2:12][NH:11][C:9]([O:8][CH2:1][C:2]1[CH:3]=[CH:4][CH:5]=[CH:6][CH:7]=1)=[O:10])(=[O:27])(=[O:26])[CH3:24]. The catalyst is C(Cl)Cl. The yield is 0.886. The reactants are [CH2:1]([O:8][C:9]([NH:11][CH2:12][CH2:13][O:14][CH2:15][CH2:16][O:17][CH2:18][CH2:19][O:20][CH2:21][CH2:22][OH:23])=[O:10])[C:2]1[CH:7]=[CH:6][CH:5]=[CH:4][CH:3]=1.[CH3:24][S:25](Cl)(=[O:27])=[O:26]. (3) The reactants are CO[C:3]([C:5]1[CH:6]=[C:7]2[C:11](=[CH:12][CH:13]=1)[NH:10][N:9]=[CH:8]2)=[O:4].Cl[CH2:15][CH2:16][O:17][CH2:18][CH3:19]. No catalyst specified. The product is [CH2:16]([O:17][CH2:18][CH2:19][N:9]1[CH:8]=[C:7]2[C:11]([CH:12]=[CH:13][C:5]([CH2:3][OH:4])=[CH:6]2)=[N:10]1)[CH3:15]. The yield is 0.220. (4) The product is [F:5][CH2:4][C:3]([C:7]1[O:11][N:10]=[C:9]([NH:12][C:13]([NH:43][C:42]2[CH:44]=[CH:45][CH:46]=[C:40]([O:39][C:27]3[C:26]4[C:31](=[CH:32][C:33]([O:34][CH2:35][CH2:36][O:37][CH3:38])=[C:24]([O:23][CH3:22])[CH:25]=4)[N:30]=[CH:29][N:28]=3)[CH:41]=2)=[O:21])[CH:8]=1)([CH3:6])[CH2:2][F:1]. The yield is 0.370. The catalyst is CN(C)C1C=CN=CC=1.C1COCC1. The reactants are [F:1][CH2:2][C:3]([C:7]1[O:11][N:10]=[C:9]([NH:12][C:13](=[O:21])OC2C=CC=CC=2)[CH:8]=1)([CH3:6])[CH2:4][F:5].[CH3:22][O:23][C:24]1[CH:25]=[C:26]2[C:31](=[CH:32][C:33]=1[O:34][CH2:35][CH2:36][O:37][CH3:38])[N:30]=[CH:29][N:28]=[C:27]2[O:39][C:40]1[CH:41]=[C:42]([CH:44]=[CH:45][CH:46]=1)[NH2:43].